Dataset: Catalyst prediction with 721,799 reactions and 888 catalyst types from USPTO. Task: Predict which catalyst facilitates the given reaction. (1) Product: [C:13]([C:17]1[CH:18]=[CH:19][C:20]2[O:39][C:24]([CH2:25][CH2:26][N:27]3[C:35](=[O:36])[C:34]4[C:29](=[CH:30][CH:31]=[CH:32][CH:33]=4)[C:28]3=[O:37])=[N:23][C:21]=2[CH:22]=1)([CH3:15])([CH3:14])[CH3:16]. Reactant: N(C(OCC)=O)=NC(OCC)=O.[C:13]([C:17]1[CH:18]=[CH:19][C:20]([OH:39])=[C:21]([NH:23][C:24](=O)[CH2:25][CH2:26][N:27]2[C:35](=[O:36])[C:34]3[C:29](=[CH:30][CH:31]=[CH:32][CH:33]=3)[C:28]2=[O:37])[CH:22]=1)([CH3:16])([CH3:15])[CH3:14].C1(P(C2C=CC=CC=2)C2C=CC=CC=2)C=CC=CC=1. The catalyst class is: 54. (2) Reactant: [CH3:1][O:2][C:3]1[CH:23]=[CH:22][C:6]2[N:7]=[C:8]([NH:10][C:11]([C:13]3[CH:21]=[CH:20][C:16]([C:17]([OH:19])=O)=[CH:15][CH:14]=3)=[O:12])[S:9][C:5]=2[CH:4]=1.[CH3:24][N:25]1[CH2:30][CH2:29][NH:28][CH2:27][CH2:26]1.C(P1(=O)OP(CCC)(=O)OP(CCC)(=O)O1)CC. Product: [CH3:1][O:2][C:3]1[CH:23]=[CH:22][C:6]2[N:7]=[C:8]([NH:10][C:11](=[O:12])[C:13]3[CH:14]=[CH:15][C:16]([C:17]([N:28]4[CH2:29][CH2:30][N:25]([CH3:24])[CH2:26][CH2:27]4)=[O:19])=[CH:20][CH:21]=3)[S:9][C:5]=2[CH:4]=1. The catalyst class is: 66. (3) Reactant: I[C:2]1[CH:3]=[N:4][C:5]([NH2:8])=[N:6][CH:7]=1.[C:9](#N)[CH3:10].C[Si](C#C)(C)C.C(N(CC)CC)C.C(=O)([O-])[O-].[K+].[K+]. Product: [C:9]([C:2]1[CH:3]=[N:4][C:5]([NH2:8])=[N:6][CH:7]=1)#[CH:10]. The catalyst class is: 205. (4) Reactant: [NH2:1][C:2]1[CH:3]=[C:4]2[C:8](=[CH:9][CH:10]=1)[NH:7][C:6](=[O:11])[CH2:5]2.[N+:12]([C:15]1[CH:23]=[CH:22][CH:21]=[CH:20][C:16]=1[C:17](Cl)=[O:18])([O-:14])=[O:13]. Product: [N+:12]([C:15]1[CH:23]=[CH:22][CH:21]=[CH:20][C:16]=1[C:17]([NH:1][C:2]1[CH:3]=[C:4]2[C:8](=[CH:9][CH:10]=1)[NH:7][C:6](=[O:11])[CH2:5]2)=[O:18])([O-:14])=[O:13]. The catalyst class is: 44.